This data is from Reaction yield outcomes from USPTO patents with 853,638 reactions. The task is: Predict the reaction yield, written as a fraction of the theoretical maximum amount of product (1.0 means a 100% yield; for example, 0.34 means a 34% yield). (1) The reactants are [C:1]([N:8]1[CH2:13][CH2:12][CH:11]([OH:14])[CH2:10][CH2:9]1)([O:3][C:4]([CH3:7])([CH3:6])[CH3:5])=[O:2].[H-].[Na+].[Cl:17][C:18]1[CH:25]=[C:24]([F:26])[CH:23]=[CH:22][C:19]=1[CH2:20]Br.O. The catalyst is CN(C)C=O.[I-].C([N+](CCCC)(CCCC)CCCC)CCC.C(OCC)(=O)C. The product is [Cl:17][C:18]1[CH:25]=[C:24]([F:26])[CH:23]=[CH:22][C:19]=1[CH2:20][O:14][CH:11]1[CH2:12][CH2:13][N:8]([C:1]([O:3][C:4]([CH3:7])([CH3:6])[CH3:5])=[O:2])[CH2:9][CH2:10]1. The yield is 1.00. (2) The catalyst is O1CCCC1. The product is [CH3:1][O:2][C:3]([C:5]1[CH:6]=[C:7]2[CH:13]=[CH:12][NH:11][C:8]2=[N:9][CH:10]=1)=[O:4]. The reactants are [CH3:1][O:2][C:3]([C:5]1[CH:6]=[C:7]2[CH:13]=[CH:12][N:11]([Si](C(C)C)(C(C)C)C(C)C)[C:8]2=[N:9][CH:10]=1)=[O:4].[F-].C([N+](CCCC)(CCCC)CCCC)CCC. The yield is 0.600. (3) The catalyst is CN(C=O)C.C(OCC)(=O)C. The yield is 0.267. The reactants are [Cl:1][C:2]1[CH:31]=[CH:30][C:5]([CH2:6][N:7]2[C:15]3[C:14](=[O:16])[NH:13][C:12](=[O:17])[N:11]([CH3:18])[C:10]=3[N:9]=[C:8]2[O:19][C:20]2[CH:25]=[CH:24][CH:23]=[C:22]([C:26]([F:29])([F:28])[F:27])[CH:21]=2)=[CH:4][CH:3]=1.I[CH2:33][CH3:34].C(=O)([O-])[O-].[K+].[K+]. The product is [Cl:1][C:2]1[CH:3]=[CH:4][C:5]([CH2:6][N:7]2[C:15]3[C:14](=[O:16])[N:13]([CH2:33][CH3:34])[C:12](=[O:17])[N:11]([CH3:18])[C:10]=3[N:9]=[C:8]2[O:19][C:20]2[CH:25]=[CH:24][CH:23]=[C:22]([C:26]([F:29])([F:27])[F:28])[CH:21]=2)=[CH:30][CH:31]=1. (4) The reactants are [Cl:1][C:2]1[CH:3]=[C:4]([CH2:10][C:11]([OH:13])=[O:12])[CH:5]=[C:6]([CH3:9])[C:7]=1[OH:8].S(=O)(=O)(O)O.[CH3:19]O. No catalyst specified. The product is [CH3:19][O:12][C:11](=[O:13])[CH2:10][C:4]1[CH:5]=[C:6]([CH3:9])[C:7]([OH:8])=[C:2]([Cl:1])[CH:3]=1. The yield is 0.910.